From a dataset of Peptide-MHC class I binding affinity with 185,985 pairs from IEDB/IMGT. Regression. Given a peptide amino acid sequence and an MHC pseudo amino acid sequence, predict their binding affinity value. This is MHC class I binding data. (1) The peptide sequence is ITLTIFYYF. The MHC is Mamu-A01 with pseudo-sequence Mamu-A01. The binding affinity (normalized) is 0.730. (2) The peptide sequence is RYPLTLGW. The MHC is HLA-B42:01 with pseudo-sequence HLA-B42:01. The binding affinity (normalized) is 0.423. (3) The peptide sequence is EARGKEKLL. The MHC is HLA-A26:01 with pseudo-sequence HLA-A26:01. The binding affinity (normalized) is 0.0847. (4) The peptide sequence is ELLEMKYAL. The MHC is HLA-A02:02 with pseudo-sequence HLA-A02:02. The binding affinity (normalized) is 0.366. (5) The binding affinity (normalized) is 0.820. The peptide sequence is LPLNRAYPL. The MHC is HLA-B07:02 with pseudo-sequence HLA-B07:02. (6) The peptide sequence is WKFDSSLAF. The MHC is HLA-A11:01 with pseudo-sequence HLA-A11:01. The binding affinity (normalized) is 0.